From a dataset of Forward reaction prediction with 1.9M reactions from USPTO patents (1976-2016). Predict the product of the given reaction. (1) The product is: [CH2:6]([O:5]/[C:3](=[CH:2]\[C:22]1[CH:23]=[CH:24][S:20][CH:21]=1)/[C:12]([OH:16])=[O:19])[CH3:7]. Given the reactants Cl[CH2:2][C:3]([O:5][CH2:6][CH3:7])=O.[O-]CC.[Na+].[C:12](=[O:19])([O:16]CC)OCC.[S:20]1[CH:24]=[CH:23][C:22](C=O)=[CH:21]1, predict the reaction product. (2) Given the reactants [CH3:1][CH:2]([CH3:24])[CH2:3][CH2:4][O:5][C:6]1[N:14]=[C:13]2[C:9]([N:10]=[C:11]([O:21][CH3:22])[N:12]2C2CCCCO2)=[C:8]([NH2:23])[N:7]=1.[C:25]([OH:31])([C:27]([F:30])([F:29])[F:28])=[O:26], predict the reaction product. The product is: [F:28][C:27]([F:30])([F:29])[C:25]([OH:31])=[O:26].[CH3:1][CH:2]([CH3:24])[CH2:3][CH2:4][O:5][C:6]1[N:14]=[C:13]2[C:9]([N:10]=[C:11]([O:21][CH3:22])[NH:12]2)=[C:8]([NH2:23])[N:7]=1. (3) The product is: [NH2:8][C@@H:9]([CH2:10][C:11]#[CH:12])[CH2:13][C:14]([N:16]1[CH2:17][CH2:18][N:19]([C:22]2[N:31]=[C:30]([NH2:32])[C:29]3[C:24](=[C:25]([F:37])[C:26]([O:35][CH3:36])=[C:27]([O:33][CH3:34])[CH:28]=3)[N:23]=2)[CH2:20][CH2:21]1)=[O:15]. Given the reactants Cl.C(OC(=O)[NH:8][C@H:9]([CH2:13][C:14]([N:16]1[CH2:21][CH2:20][N:19]([C:22]2[N:31]=[C:30]([NH2:32])[C:29]3[C:24](=[C:25]([F:37])[C:26]([O:35][CH3:36])=[C:27]([O:33][CH3:34])[CH:28]=3)[N:23]=2)[CH2:18][CH2:17]1)=[O:15])[CH2:10][C:11]#[CH:12])(C)(C)C, predict the reaction product. (4) Given the reactants [F:1][CH2:2][CH2:3][N:4]1[CH2:9][CH2:8][CH:7]([NH:10][C:11]2[CH:16]=[CH:15][C:14]([N+:17]([O-])=O)=[CH:13][CH:12]=2)[CH2:6][CH2:5]1, predict the reaction product. The product is: [F:1][CH2:2][CH2:3][N:4]1[CH2:9][CH2:8][CH:7]([NH:10][C:11]2[CH:12]=[CH:13][C:14]([NH2:17])=[CH:15][CH:16]=2)[CH2:6][CH2:5]1. (5) Given the reactants I[C:2]1[CH:11]=[CH:10][CH:9]=[C:8]2[C:3]=1[CH2:4][CH2:5][N:6]1[C:16](=[O:17])[CH2:15][NH:14][C:13](=[O:18])[CH:12]=[C:7]12.C([Mg]Cl)(C)C.[CH:24](=[O:27])[CH2:25][CH3:26], predict the reaction product. The product is: [OH:27][CH:24]([C:2]1[CH:11]=[CH:10][CH:9]=[C:8]2[C:3]=1[CH2:4][CH2:5][N:6]1[C:16](=[O:17])[CH2:15][NH:14][C:13](=[O:18])[CH:12]=[C:7]12)[CH2:25][CH3:26]. (6) Given the reactants [CH2:1]([O:8][C:9]1[CH:25]=[C:12]2[C:13](=[O:24])[N:14]([C:17]3[CH:22]=[CH:21][CH:20]=[C:19](Br)[N:18]=3)[CH2:15][CH2:16][N:11]2[N:10]=1)[C:2]1[CH:7]=[CH:6][CH:5]=[CH:4][CH:3]=1.[CH:26]1(B(O)O)[CH2:28][CH2:27]1.C([O-])([O-])=O.[K+].[K+], predict the reaction product. The product is: [CH2:1]([O:8][C:9]1[CH:25]=[C:12]2[C:13](=[O:24])[N:14]([C:17]3[CH:22]=[CH:21][CH:20]=[C:19]([CH:26]4[CH2:28][CH2:27]4)[N:18]=3)[CH2:15][CH2:16][N:11]2[N:10]=1)[C:2]1[CH:7]=[CH:6][CH:5]=[CH:4][CH:3]=1. (7) Given the reactants C(OC[C@@H](O)[C@@H:7]([C:20]([O:22][C:23]([CH3:26])([CH3:25])C)=O)[CH2:8][C:9]1[CH:19]=[CH:18][C:12]2[O:13][C:14]([CH3:17])([CH3:16])[O:15][C:11]=2[CH:10]=1)(=O)C.C[O:29][C:30](C)=C.C[C:34]1(C)[C@@H:38]2[CH2:39][CH2:37][C@@:38]1([CH2:39]S(O)(=O)=O)[C:34](=O)[CH2:37]2.[C:48](=[O:51])([O-])[O-:49].[K+].[K+].C[N:55](C=O)C, predict the reaction product. The product is: [C:38]([O:49][C:48]([N:55]1[C@@H:7]([CH2:8][C:9]2[CH:19]=[CH:18][C:12]3[O:13][C:14]([CH3:16])([CH3:17])[O:15][C:11]=3[CH:10]=2)[C@@H:20]([CH2:30][OH:29])[O:22][C:23]1([CH3:25])[CH3:26])=[O:51])([CH3:37])([CH3:34])[CH3:39]. (8) Given the reactants [F:1][C:2]1[C:3]([C:22]([OH:24])=O)=[N:4][CH:5]=[CH:6][C:7]=1[S:8][C:9]1[S:13][C:12]([NH:14][C:15]2[CH:20]=[C:19]([CH3:21])[CH:18]=[CH:17][N:16]=2)=[N:11][CH:10]=1.[NH2:25][CH2:26][C:27]1([C:40]2[CH:45]=[CH:44][C:43]([Cl:46])=[C:42]([Cl:47])[CH:41]=2)[CH2:32][CH2:31][N:30]([C:33]([O:35][C:36]([CH3:39])([CH3:38])[CH3:37])=[O:34])[CH2:29][CH2:28]1, predict the reaction product. The product is: [Cl:47][C:42]1[CH:41]=[C:40]([C:27]2([CH2:26][NH:25][C:22](=[O:24])[C:3]3[C:2]([F:1])=[C:7]([S:8][C:9]4[S:13][C:12]([NH:14][C:15]5[CH:20]=[C:19]([CH3:21])[CH:18]=[CH:17][N:16]=5)=[N:11][CH:10]=4)[CH:6]=[CH:5][N:4]=3)[CH2:28][CH2:29][N:30]([C:33]([O:35][C:36]([CH3:37])([CH3:38])[CH3:39])=[O:34])[CH2:31][CH2:32]2)[CH:45]=[CH:44][C:43]=1[Cl:46]. (9) The product is: [CH3:1][C:2]1[CH:10]=[CH:9][C:5]([C:6]([O:8][CH2:20][CH3:21])=[O:7])=[CH:4][C:3]=1[C:11]([F:12])([F:13])[F:14]. Given the reactants [CH3:1][C:2]1[CH:10]=[CH:9][C:5]([C:6]([OH:8])=[O:7])=[CH:4][C:3]=1[C:11]([F:14])([F:13])[F:12].S(=O)(=O)(O)O.[CH2:20](O)[CH3:21], predict the reaction product. (10) Given the reactants [CH3:1][NH2:2].Br[C:4]1[CH:9]=[CH:8][C:7]([Br:10])=[CH:6][C:5]=1[N+:11]([O-])=O.[CH3:14]O, predict the reaction product. The product is: [Br:10][C:7]1[CH:8]=[CH:9][C:4]2[N:2]([CH3:14])[CH:1]=[N:11][C:5]=2[CH:6]=1.